This data is from Catalyst prediction with 721,799 reactions and 888 catalyst types from USPTO. The task is: Predict which catalyst facilitates the given reaction. (1) Reactant: C[O:2][C:3]1[CH:8]=[CH:7][N:6]2[N:9]=[CH:10][C:11](C(OC)=O)=[C:5]2[CH:4]=1.[OH-].[K+]. Product: [N:9]1[N:6]2[CH:7]=[CH:8][C:3]([OH:2])=[CH:4][C:5]2=[CH:11][CH:10]=1. The catalyst class is: 201. (2) Reactant: [Br:1][CH2:2][C:3]([C:5]1[CH:10]=[CH:9][C:8]([OH:11])=[CH:7][CH:6]=1)=O.[H][H]. The catalyst class is: 43. Product: [Br:1][CH2:2][CH2:3][C:5]1[CH:10]=[CH:9][C:8]([OH:11])=[CH:7][CH:6]=1. (3) Reactant: [CH2:1]([N:8]1[C:16]2[C:11](=[CH:12][C:13]([OH:17])=[CH:14][CH:15]=2)[C:10]([CH:18]2[CH2:23][CH2:22][N:21]([CH3:24])[CH2:20][CH2:19]2)=[CH:9]1)[C:2]1[CH:7]=[CH:6][CH:5]=[CH:4][CH:3]=1.[F:25][C:26]1[CH:31]=[CH:30][CH:29]=[C:28]([F:32])[C:27]=1[S:33]([Cl:36])(=[O:35])=[O:34].N1C(C)=CC=CC=1C. Product: [ClH:36].[CH2:1]([N:8]1[C:16]2[C:11](=[CH:12][C:13]([O:17][S:33]([C:27]3[C:28]([F:32])=[CH:29][CH:30]=[CH:31][C:26]=3[F:25])(=[O:35])=[O:34])=[CH:14][CH:15]=2)[C:10]([CH:18]2[CH2:23][CH2:22][N:21]([CH3:24])[CH2:20][CH2:19]2)=[CH:9]1)[C:2]1[CH:3]=[CH:4][CH:5]=[CH:6][CH:7]=1. The catalyst class is: 7. (4) Reactant: [C:1]([C:5]1[CH:9]=[C:8]([NH2:10])[N:7]([CH2:11][CH:12]2[CH2:17][CH2:16][CH2:15][CH2:14][O:13]2)[N:6]=1)([CH3:4])([CH3:3])[CH3:2].[CH3:18][O:19][C:20]1[CH:28]=[CH:27][C:26]([C:29]([F:32])([F:31])[F:30])=[CH:25][C:21]=1[C:22](O)=[O:23].ON1C2C=CC=CC=2N=N1.CCN=C=NCCCN(C)C.Cl.C(N(CC)CC)C. Product: [C:1]([C:5]1[CH:9]=[C:8]([NH:10][C:22](=[O:23])[C:21]2[CH:25]=[C:26]([C:29]([F:31])([F:32])[F:30])[CH:27]=[CH:28][C:20]=2[O:19][CH3:18])[N:7]([CH2:11][CH:12]2[CH2:17][CH2:16][CH2:15][CH2:14][O:13]2)[N:6]=1)([CH3:4])([CH3:2])[CH3:3]. The catalyst class is: 7. (5) Reactant: [N:1]1[CH:6]=[CH:5][CH:4]=[C:3]([CH2:7][CH:8]2[C:13](=O)[CH:12]3[CH2:15][CH2:16][N:9]2[CH2:10][CH2:11]3)[CH:2]=1.C([O-])=O.[NH4+].C([BH3-])#[N:22].[Na+]. Product: [NH2:22][CH:13]1[CH:12]2[CH2:15][CH2:16][N:9]([CH2:10][CH2:11]2)[CH:8]1[CH2:7][C:3]1[CH:2]=[N:1][CH:6]=[CH:5][CH:4]=1. The catalyst class is: 530.